Dataset: Catalyst prediction with 721,799 reactions and 888 catalyst types from USPTO. Task: Predict which catalyst facilitates the given reaction. (1) Reactant: [CH:1]([N:4]1[CH:8]=[C:7]([NH2:9])[CH:6]=[N:5]1)([CH3:3])[CH3:2].Cl[C:11]1[N:16]=[C:15]([CH2:17][CH2:18][C:19]2[CH:24]=[CH:23][CH:22]=[CH:21][C:20]=2[C:25]2([C:28]([NH2:30])=[O:29])[CH2:27][CH2:26]2)[C:14]([Cl:31])=[CH:13][N:12]=1.CC1C=CC(S(O)(=O)=O)=CC=1.O. Product: [Cl:31][C:14]1[C:15]([CH2:17][CH2:18][C:19]2[CH:24]=[CH:23][CH:22]=[CH:21][C:20]=2[C:25]2([C:28]([NH2:30])=[O:29])[CH2:27][CH2:26]2)=[N:16][C:11]([NH:9][C:7]2[CH:6]=[N:5][N:4]([CH:1]([CH3:3])[CH3:2])[CH:8]=2)=[N:12][CH:13]=1. The catalyst class is: 12. (2) Reactant: C(OC(=O)[NH:7][CH2:8][C:9]1[N:10]=[N:11][N:12]([CH2:14][C:15]2[CH:20]=[CH:19][CH:18]=[C:17]([NH:21][C:22]3[S:23][C:24]([C:30]4[C:35]([F:36])=[CH:34][C:33]([C:37]([OH:40])([CH3:39])[CH3:38])=[CH:32][C:31]=4[F:41])=[CH:25][C:26]=3[C:27]([NH2:29])=[O:28])[N:16]=2)[CH:13]=1)(C)(C)C.Cl.O1CCOCC1. Product: [NH2:7][CH2:8][C:9]1[N:10]=[N:11][N:12]([CH2:14][C:15]2[N:16]=[C:17]([NH:21][C:22]3[S:23][C:24]([C:30]4[C:31]([F:41])=[CH:32][C:33]([C:37]([OH:40])([CH3:38])[CH3:39])=[CH:34][C:35]=4[F:36])=[CH:25][C:26]=3[C:27]([NH2:29])=[O:28])[CH:18]=[CH:19][CH:20]=2)[CH:13]=1. The catalyst class is: 25. (3) Reactant: Br[CH2:2]/[CH:3]=[CH:4]/[C:5]([OH:7])=O.S(Cl)([Cl:10])=O.[Cl:12][C:13]1[CH:14]=[C:15]([NH:20][C:21]2[C:22]3[C:29]4[CH2:30][CH2:31][NH:32][CH2:33][C:28]=4[S:27][C:23]=3[N:24]=[CH:25][N:26]=2)[CH:16]=[CH:17][C:18]=1[Cl:19].CCN(C(C)C)C(C)C. Product: [Cl:10][CH2:2]/[CH:3]=[CH:4]/[C:5]([N:32]1[CH2:31][CH2:30][C:29]2[C:22]3[C:21]([NH:20][C:15]4[CH:16]=[CH:17][C:18]([Cl:19])=[C:13]([Cl:12])[CH:14]=4)=[N:26][CH:25]=[N:24][C:23]=3[S:27][C:28]=2[CH2:33]1)=[O:7]. The catalyst class is: 3. (4) Reactant: [NH2:1][C:2]1[C:10]([O:11][CH3:12])=[CH:9][C:5]([C:6]([OH:8])=[O:7])=[C:4]([F:13])[CH:3]=1.[Si](C=[N+]=[N-])(C)(C)[CH3:15]. Product: [NH2:1][C:2]1[C:10]([O:11][CH3:12])=[CH:9][C:5]([C:6]([O:8][CH3:15])=[O:7])=[C:4]([F:13])[CH:3]=1. The catalyst class is: 61. (5) Reactant: [N+:1]([C:4]1[C:5]([NH:10][C:11]2[CH:16]=[CH:15][CH:14]=[CH:13][CH:12]=2)=[N:6][CH:7]=[CH:8][CH:9]=1)([O-])=O. Product: [C:11]1([NH:10][C:5]2[C:4]([NH2:1])=[CH:9][CH:8]=[CH:7][N:6]=2)[CH:16]=[CH:15][CH:14]=[CH:13][CH:12]=1. The catalyst class is: 63. (6) Reactant: CC1(C)[O:6][C@H:5]([CH2:7][N:8]2[CH:12]=[CH:11][C:10]([NH:13][C:14]([CH:16]3[CH:20]([C:21]4[CH:26]=[CH:25][CH:24]=[C:23]([Cl:27])[CH:22]=4)[C:19]([C:30]4[CH:35]=[CH:34][C:33]([Cl:36])=[CH:32][CH:31]=4)([C:28]#[N:29])[CH:18]([CH2:37][C:38]([CH3:41])([CH3:40])[CH3:39])[NH:17]3)=[O:15])=[N:9]2)[CH2:4][O:3]1.C1(C)C=CC(S(O)(=O)=O)=CC=1.[NH+]1C=CC=CC=1. Product: [OH:6][C@@H:5]([CH2:4][OH:3])[CH2:7][N:8]1[CH:12]=[CH:11][C:10]([NH:13][C:14]([CH:16]2[CH:20]([C:21]3[CH:26]=[CH:25][CH:24]=[C:23]([Cl:27])[CH:22]=3)[C:19]([C:30]3[CH:31]=[CH:32][C:33]([Cl:36])=[CH:34][CH:35]=3)([C:28]#[N:29])[CH:18]([CH2:37][C:38]([CH3:39])([CH3:40])[CH3:41])[NH:17]2)=[O:15])=[N:9]1. The catalyst class is: 5. (7) Reactant: C(OC([N:8]1[CH2:12][CH2:11][CH2:10][C@H:9]1[CH2:13][NH:14][C:15]1[C:24]2[C:19](=[CH:20][CH:21]=[CH:22][CH:23]=2)[CH:18]=[C:17]([C:25]2[NH:29][C:28](=[O:30])[NH:27][N:26]=2)[N:16]=1)=O)(C)(C)C.C(O)(C(F)(F)F)=O. Product: [NH:8]1[CH2:12][CH2:11][CH2:10][C@H:9]1[CH2:13][NH:14][C:15]1[C:24]2[C:19](=[CH:20][CH:21]=[CH:22][CH:23]=2)[CH:18]=[C:17]([C:25]2[NH:29][C:28](=[O:30])[NH:27][N:26]=2)[N:16]=1. The catalyst class is: 2. (8) Reactant: [CH3:1][O:2][C:3]1[CH:4]=[C:5]([C:9]2[N:10]([CH2:24][C:25]([O:27]C(C)(C)C)=[O:26])[C:11]3[C:12]([N:23]=2)=[N:13][CH:14]=[C:15]([C:17]2[CH:22]=[CH:21][CH:20]=[CH:19][CH:18]=2)[CH:16]=3)[CH:6]=[CH:7][CH:8]=1.Cl.O. Product: [CH3:1][O:2][C:3]1[CH:4]=[C:5]([C:9]2[N:10]([CH2:24][C:25]([OH:27])=[O:26])[C:11]3[C:12]([N:23]=2)=[N:13][CH:14]=[C:15]([C:17]2[CH:22]=[CH:21][CH:20]=[CH:19][CH:18]=2)[CH:16]=3)[CH:6]=[CH:7][CH:8]=1. The catalyst class is: 13. (9) Reactant: [F:1][C:2]1[CH:7]=[CH:6][C:5]([C:8](=O)[C:9]([OH:11])=O)=[CH:4][CH:3]=1.C(N(CC)CC)C.ClC(OCC)=O.[NH2:26][C:27]1[CH:28]=[C:29]([CH:34]=[CH:35][C:36]=1[NH2:37])[C:30]([O:32][CH3:33])=[O:31]. Product: [F:1][C:2]1[CH:3]=[CH:4][C:5]([C:8]2[C:9](=[O:11])[NH:26][C:27]3[C:36](=[CH:35][CH:34]=[C:29]([C:30]([O:32][CH3:33])=[O:31])[CH:28]=3)[N:37]=2)=[CH:6][CH:7]=1. The catalyst class is: 1.